Dataset: Catalyst prediction with 721,799 reactions and 888 catalyst types from USPTO. Task: Predict which catalyst facilitates the given reaction. (1) Reactant: [ClH:1].[CH3:2][C@H:3]1[N:8]([C:9]2[C:10]3[CH:17]=[CH:16][S:15][C:11]=3[N:12]=[CH:13][N:14]=2)[C@@H:7]([CH3:18])[CH2:6][N:5]([CH2:19][C:20](O)=[O:21])[CH2:4]1.C(Cl)(=O)C([Cl:26])=O. Product: [ClH:26].[CH3:2][C@H:3]1[N:8]([C:9]2[C:10]3[CH:17]=[CH:16][S:15][C:11]=3[N:12]=[CH:13][N:14]=2)[C@@H:7]([CH3:18])[CH2:6][N:5]([CH2:19][C:20]([Cl:1])=[O:21])[CH2:4]1. The catalyst class is: 120. (2) Reactant: [CH3:1][C:2]1[C:7]([CH2:8][OH:9])=[CH:6][CH:5]=[CH:4][C:3]=1[C:10]1[CH:15]=[CH:14][CH:13]=[CH:12][CH:11]=1.[Br:16][C:17]1[C:18](O)=[CH:19][C:20]([OH:25])=[C:21]([CH:24]=1)[CH:22]=[O:23].C1(P(C2C=CC=CC=2)C2C=CC=CC=2)C=CC=CC=1.CC(OC(/N=N/C(OC(C)C)=O)=O)C. Product: [Br:16][C:17]1[C:18]([O:9][CH2:8][C:7]2[C:2]([CH3:1])=[C:3]([C:10]3[CH:15]=[CH:14][CH:13]=[CH:12][CH:11]=3)[CH:4]=[CH:5][CH:6]=2)=[CH:19][C:20]([OH:25])=[C:21]([CH:24]=1)[CH:22]=[O:23]. The catalyst class is: 7. (3) Reactant: [F:1][C:2]1[N:7]=[C:6]([C:8](=[O:15])[CH2:9][C:10]([O:12][CH2:13][CH3:14])=[O:11])[CH:5]=[CH:4][CH:3]=1.[H-].[Na+].[F:18][C:19]([F:32])([O:23][C:24]1[CH:25]=[C:26]([CH2:30]Br)[CH:27]=[CH:28][CH:29]=1)[CH:20]([F:22])[F:21].O. Product: [F:1][C:2]1[N:7]=[C:6]([C:8](=[O:15])[CH:9]([CH2:30][C:26]2[CH:27]=[CH:28][CH:29]=[C:24]([O:23][C:19]([F:18])([F:32])[CH:20]([F:21])[F:22])[CH:25]=2)[C:10]([O:12][CH2:13][CH3:14])=[O:11])[CH:5]=[CH:4][CH:3]=1. The catalyst class is: 57. (4) Reactant: [CH3:1][C:2]12[CH2:12][CH:6]3[CH2:7][C:8]([CH3:11])([CH2:10][C:4]([C:13](O)=[O:14])([CH2:5]3)[CH2:3]1)[CH2:9]2.[S:16]1[CH:20]=[CH:19][CH:18]=[C:17]1[CH2:21][CH2:22][NH2:23].C(N(CC)CC)C.CCN=C=NCCCN(C)C. Product: [S:16]1[CH:20]=[CH:19][CH:18]=[C:17]1[CH2:21][CH2:22][NH:23][C:13]([C:4]12[CH2:10][C:8]3([CH3:11])[CH2:7][CH:6]([CH2:12][C:2]([CH3:1])([CH2:9]3)[CH2:3]1)[CH2:5]2)=[O:14]. The catalyst class is: 64. (5) Reactant: [CH2:1]1[NH:6][CH2:5][CH2:4][N:3]2[CH2:7][C@@H:8]([OH:10])[CH2:9][C@H:2]12.C(N(CC)CC)C.[F:18][C:19]([F:31])([F:30])[C:20]1[CH:21]=[C:22]([S:26](Cl)(=[O:28])=[O:27])[CH:23]=[CH:24][CH:25]=1. Product: [F:31][C:19]([F:18])([F:30])[C:20]1[CH:21]=[C:22]([S:26]([N:6]2[CH2:5][CH2:4][N:3]3[CH2:7][C@@H:8]([OH:10])[CH2:9][C@@H:2]3[CH2:1]2)(=[O:27])=[O:28])[CH:23]=[CH:24][CH:25]=1. The catalyst class is: 4. (6) Reactant: CCN(C(C)C)C(C)C.[F:10][C:11]([F:28])([F:27])[O:12][C:13]1[CH:14]=[CH:15][CH:16]=[C:17]2[C:22]=1[O:21][C:20](=[O:23])[C:19]([C:24]([OH:26])=O)=[CH:18]2.CN(C(ON1N=NC2C=CC=NC1=2)=[N+](C)C)C.F[P-](F)(F)(F)(F)F.[CH:53]1[C:62]2[C:57](=[CH:58][CH:59]=[CH:60][CH:61]=2)[CH:56]=[CH:55][C:54]=1[C:63]1[CH:64]=[C:65]([NH2:69])[CH:66]=[CH:67][CH:68]=1. Product: [CH:53]1[C:62]2[C:57](=[CH:58][CH:59]=[CH:60][CH:61]=2)[CH:56]=[CH:55][C:54]=1[C:63]1[CH:64]=[C:65]([NH:69][C:24]([C:19]2[C:20](=[O:23])[O:21][C:22]3[C:17]([CH:18]=2)=[CH:16][CH:15]=[CH:14][C:13]=3[O:12][C:11]([F:10])([F:28])[F:27])=[O:26])[CH:66]=[CH:67][CH:68]=1. The catalyst class is: 3.